This data is from Reaction yield outcomes from USPTO patents with 853,638 reactions. The task is: Predict the reaction yield, written as a fraction of the theoretical maximum amount of product (1.0 means a 100% yield; for example, 0.34 means a 34% yield). (1) The reactants are C[O:2][C:3](=[O:41])[CH2:4][C:5]1[CH:10]=[CH:9][CH:8]=[C:7]([O:11][CH2:12][CH2:13][CH2:14][N:15]([CH2:27][CH:28]([C:35]2[CH:40]=[CH:39][CH:38]=[CH:37][CH:36]=2)[C:29]2[CH:34]=[CH:33][CH:32]=[CH:31][CH:30]=2)[CH2:16][C:17]2[CH:22]=[C:21]([O:23][CH3:24])[CH:20]=[C:19]([O:25][CH3:26])[CH:18]=2)[CH:6]=1.[OH-].[Na+]. The catalyst is CO. The product is [C:29]1([CH:28]([C:35]2[CH:36]=[CH:37][CH:38]=[CH:39][CH:40]=2)[CH2:27][N:15]([CH2:16][C:17]2[CH:22]=[C:21]([O:23][CH3:24])[CH:20]=[C:19]([O:25][CH3:26])[CH:18]=2)[CH2:14][CH2:13][CH2:12][O:11][C:7]2[CH:6]=[C:5]([CH2:4][C:3]([OH:41])=[O:2])[CH:10]=[CH:9][CH:8]=2)[CH:34]=[CH:33][CH:32]=[CH:31][CH:30]=1. The yield is 0.920. (2) The reactants are [Cl:1][C:2]1[CH:11]=[CH:10][CH:9]=[C:8]2[C:3]=1[CH2:4][CH2:5][CH2:6][O:7]2.[I:12]I. The catalyst is CO.[N+]([O-])([O-])=O.[Ag+]. The product is [Cl:1][C:2]1[CH:11]=[CH:10][CH:9]=[C:8]2[C:3]=1[CH:4]([I:12])[CH2:5][CH2:6][O:7]2. The yield is 0.500. (3) The reactants are [NH2:1][C:2]1[C:3]([C:9]([NH:11][C:12]2[CH:17]=[CH:16][CH:15]=[CH:14][C:13]=2[F:18])=[O:10])=[N:4][C:5]([Br:8])=[CH:6][CH:7]=1.[CH2:19](OC(OCC)OCC)C. No catalyst specified. The product is [Br:8][C:5]1[CH:6]=[CH:7][C:2]2[N:1]=[CH:19][N:11]([C:12]3[CH:17]=[CH:16][CH:15]=[CH:14][C:13]=3[F:18])[C:9](=[O:10])[C:3]=2[N:4]=1. The yield is 0.450.